This data is from Forward reaction prediction with 1.9M reactions from USPTO patents (1976-2016). The task is: Predict the product of the given reaction. (1) Given the reactants [F:1][C:2]([C:6]1[C:7]([C:17](F)=[O:18])=[N:8][O:9][C:10]=1[C:11]1[CH:16]=[CH:15][CH:14]=[CH:13][CH:12]=1)([F:5])[CH2:3][CH3:4].O/[N:21]=[C:22](/[C:24]1[CH:41]=[CH:40][C:27]([CH2:28][N:29]2[CH2:32][CH:31]([C:33]([O:35][C:36]([CH3:39])([CH3:38])[CH3:37])=[O:34])[CH2:30]2)=[CH:26][CH:25]=1)\[NH2:23].CCN(C(C)C)C(C)C.[F-].C([N+](CCCC)(CCCC)CCCC)CCC.O1CCCC1, predict the reaction product. The product is: [F:1][C:2]([C:6]1[C:7]([C:17]2[O:18][N:23]=[C:22]([C:24]3[CH:25]=[CH:26][C:27]([CH2:28][N:29]4[CH2:30][CH:31]([C:33]([O:35][C:36]([CH3:37])([CH3:39])[CH3:38])=[O:34])[CH2:32]4)=[CH:40][CH:41]=3)[N:21]=2)=[N:8][O:9][C:10]=1[C:11]1[CH:16]=[CH:15][CH:14]=[CH:13][CH:12]=1)([F:5])[CH2:3][CH3:4]. (2) Given the reactants [CH:1]1([CH2:4][CH2:5][NH:6][C:7]([C:9]2[N:10]=[N:11][C:12](Cl)=[CH:13][CH:14]=2)=[O:8])[CH2:3][CH2:2]1.[F:16][C:17]1[CH:22]=[CH:21][C:20]([C:23]([CH:25]2[CH2:30][CH2:29][NH:28][CH2:27][CH2:26]2)=[O:24])=[CH:19][CH:18]=1.C(N(CC)CC)C, predict the reaction product. The product is: [CH:1]1([CH2:4][CH2:5][NH:6][C:7]([C:9]2[N:10]=[N:11][C:12]([N:28]3[CH2:29][CH2:30][CH:25]([C:23](=[O:24])[C:20]4[CH:19]=[CH:18][C:17]([F:16])=[CH:22][CH:21]=4)[CH2:26][CH2:27]3)=[CH:13][CH:14]=2)=[O:8])[CH2:3][CH2:2]1. (3) Given the reactants [O:1]1[CH2:6][CH2:5][N:4]([CH2:7][CH2:8][CH2:9][S:10]([OH:13])(=[O:12])=[O:11])[CH2:3][CH2:2]1.[N-]=[N+]=[N-].[Na+:17].[OH-:18].[Na+], predict the reaction product. The product is: [CH2:3]1[N:4]([CH2:7][CH2:8][CH2:9][S:10]([OH:13])(=[O:12])=[O:11])[CH2:5][CH2:6][O:1][CH2:2]1.[OH-:18].[Na+:17]. (4) Given the reactants [CH:1]12[CH2:11][CH:4]([CH:5]3[C:10]1=[CH:9][CH2:8][CH2:7][CH2:6]3)[CH2:3][CH2:2]2.[H][H], predict the reaction product. The product is: [CH:4]12[CH2:11][CH:1]([CH:10]3[CH:5]1[CH2:6][CH2:7][CH2:8][CH2:9]3)[CH2:2][CH2:3]2. (5) Given the reactants [NH2:1][CH2:2][CH2:3][CH2:4][CH2:5][C@H:6]([NH:14][C:15](=[O:34])[NH:16][C@@H:17]([CH2:25][CH2:26][C:27]([O:29][C:30]([CH3:33])([CH3:32])[CH3:31])=[O:28])[C:18]([O:20][C:21]([CH3:24])([CH3:23])[CH3:22])=[O:19])[C:7]([O:9][C:10]([CH3:13])([CH3:12])[CH3:11])=[O:8].[C:35]([O:39][C:40](=[O:100])[CH2:41][N:42]([CH2:92][C:93](=[O:99])[O:94][C:95]([CH3:98])([CH3:97])[CH3:96])[C:43](=[O:91])[CH2:44][N:45]1[CH:49]=[CH:48][N:47]=[C:46]1[CH2:50][N:51]([CH2:65][C:66]1[N:67]([CH2:71][C:72](=[O:90])[N:73]([CH2:82][C:83](=[O:89])[O:84][C:85]([CH3:88])([CH3:87])[CH3:86])[CH2:74][C:75](=[O:81])[O:76][C:77]([CH3:80])([CH3:79])[CH3:78])[CH:68]=[CH:69][N:70]=1)[CH2:52][CH2:53][CH2:54][CH2:55][CH2:56][CH2:57][CH2:58][CH2:59][CH2:60][CH2:61][C:62](O)=[O:63])([CH3:38])([CH3:37])[CH3:36].CCN=C=NCCCN(C)C.C1C=CC2N(O)N=NC=2C=1.CCN(C(C)C)C(C)C, predict the reaction product. The product is: [C:85]([O:84][C:83](=[O:89])[CH2:82][N:73]([CH2:74][C:75](=[O:81])[O:76][C:77]([CH3:80])([CH3:79])[CH3:78])[C:72](=[O:90])[CH2:71][N:67]1[CH:68]=[CH:69][N:70]=[C:66]1[CH2:65][N:51]([CH2:50][C:46]1[N:45]([CH2:44][C:43]([N:42]([CH2:92][C:93]([O:94][C:95]([CH3:97])([CH3:96])[CH3:98])=[O:99])[CH2:41][C:40](=[O:100])[O:39][C:35]([CH3:38])([CH3:36])[CH3:37])=[O:91])[CH:49]=[CH:48][N:47]=1)[CH2:52][CH2:53][CH2:54][CH2:55][CH2:56][CH2:57][CH2:58][CH2:59][CH2:60][CH2:61][C:62](=[O:63])[NH:1][CH2:2][CH2:3][CH2:4][CH2:5][C@@H:6]([C:7]([O:9][C:10]([CH3:13])([CH3:12])[CH3:11])=[O:8])[NH:14][C:15](=[O:34])[NH:16][C@H:17]([C:18]([O:20][C:21]([CH3:22])([CH3:23])[CH3:24])=[O:19])[CH2:25][CH2:26][C:27]([O:29][C:30]([CH3:33])([CH3:32])[CH3:31])=[O:28])([CH3:86])([CH3:87])[CH3:88]. (6) Given the reactants [Cl:1][C:2]1[CH:3]=[CH:4][C:5]2[N:11]3[CH:12]=[CH:13][CH:14]=[C:10]3[C@H:9]([CH2:15][CH2:16][C:17]([OH:19])=[O:18])[O:8][C@H:7]([C:20]3[CH:25]=[CH:24][CH:23]=[C:22]([O:26][CH3:27])[C:21]=3[O:28][CH3:29])[C:6]=2[CH:30]=1.[C:31](=O)([O-])[O-].[K+].[K+].CI, predict the reaction product. The product is: [Cl:1][C:2]1[CH:3]=[CH:4][C:5]2[N:11]3[CH:12]=[CH:13][CH:14]=[C:10]3[C@@H:9]([CH2:15][CH2:16][C:17]([O:19][CH3:31])=[O:18])[O:8][C@H:7]([C:20]3[CH:25]=[CH:24][CH:23]=[C:22]([O:26][CH3:27])[C:21]=3[O:28][CH3:29])[C:6]=2[CH:30]=1.